The task is: Predict the reactants needed to synthesize the given product.. This data is from Full USPTO retrosynthesis dataset with 1.9M reactions from patents (1976-2016). (1) Given the product [F:33][C:30]([F:31])([F:32])[C:29]([C:26]1[CH:25]=[CH:24][C:23]([C@@:10]2([S:13]([C:16]3[CH:17]=[CH:18][C:19]([F:22])=[CH:20][CH:21]=3)(=[O:15])=[O:14])[CH2:11][CH2:12][NH:8][CH2:9]2)=[CH:28][CH:27]=1)([OH:38])[C:34]([F:37])([F:36])[F:35], predict the reactants needed to synthesize it. The reactants are: C([N:8]1[CH2:12][CH2:11][C@@:10]([C:23]2[CH:28]=[CH:27][C:26]([C:29]([O:38]CC3C=CC=CC=3)([C:34]([F:37])([F:36])[F:35])[C:30]([F:33])([F:32])[F:31])=[CH:25][CH:24]=2)([S:13]([C:16]2[CH:21]=[CH:20][C:19]([F:22])=[CH:18][CH:17]=2)(=[O:15])=[O:14])[CH2:9]1)C1C=CC=CC=1.Cl.FC(F)(F)C(C1C=CC([C@@]2(S(C3C=CC(F)=CC=3)(=O)=O)CCNC2)=CC=1)(O)C(F)(F)F. (2) Given the product [CH2:1]([N:8]([CH2:9][CH2:10][OH:11])[C:24](=[O:25])[C:23]1[CH:27]=[CH:28][C:20]([Br:19])=[CH:21][C:22]=1[F:29])[C:2]1[CH:7]=[CH:6][CH:5]=[CH:4][CH:3]=1, predict the reactants needed to synthesize it. The reactants are: [CH2:1]([NH:8][CH2:9][CH2:10][OH:11])[C:2]1[CH:7]=[CH:6][CH:5]=[CH:4][CH:3]=1.C(N(CC)CC)C.[Br:19][C:20]1[CH:28]=[CH:27][C:23]([C:24](Cl)=[O:25])=[C:22]([F:29])[CH:21]=1.O. (3) Given the product [ClH:34].[NH2:1][C:2]1[C:11]2[C:6](=[CH:7][CH:8]=[C:9]([NH:12][C:13](=[O:29])[C:14]3[CH:19]=[CH:18][CH:17]=[CH:16][C:15]=3[CH2:20][O:21][C:22]3[CH:23]=[CH:24][C:25]([CH3:28])=[CH:26][CH:27]=3)[CH:10]=2)[N:5]=[C:4]([CH2:30][OH:31])[CH:3]=1, predict the reactants needed to synthesize it. The reactants are: [NH2:1][C:2]1[C:11]2[C:6](=[CH:7][CH:8]=[C:9]([NH:12][C:13](=[O:29])[C:14]3[CH:19]=[CH:18][CH:17]=[CH:16][C:15]=3[CH2:20][O:21][C:22]3[CH:27]=[CH:26][C:25]([CH3:28])=[CH:24][CH:23]=3)[CH:10]=2)[N:5]=[C:4]([C:30](OC)=[O:31])[CH:3]=1.[Cl-:34].[Na+].O. (4) Given the product [Cl:23][C:24]1[CH:25]=[C:26]([CH:34]=[C:35]([CH2:37][S:38](=[O:49])(=[O:50])[NH:39][C:40]2[N:41]=[N:42][C:43]([Cl:48])=[CH:44][C:45]=2[OH:46])[CH:36]=1)[C:27]([N:29]([CH2:30][CH3:31])[CH2:32][CH3:33])=[O:28], predict the reactants needed to synthesize it. The reactants are: ClC1N=NC(NS(CC2C=C(C#N)C=CC=2Cl)(=O)=O)=C(O)C=1.[Cl:23][C:24]1[CH:25]=[C:26]([CH:34]=[C:35]([CH2:37][S:38](=[O:50])(=[O:49])[NH:39][C:40]2[N:41]=[N:42][C:43]([Cl:48])=[CH:44][C:45]=2[O:46]C)[CH:36]=1)[C:27]([N:29]([CH2:32][CH3:33])[CH2:30][CH3:31])=[O:28].ClC1N=NC(NS(CC2C=C(C#N)C=CC=2Cl)(=O)=O)=C(OC)C=1. (5) Given the product [CH3:38][O:37][CH2:36][C@@H:34]1[CH2:35][N:31]([C:29]([O:28][C:24]([CH3:27])([CH3:25])[CH3:26])=[O:30])[C@H:32]([C:39]([O:41][CH2:2][C:3](=[O:4])[C:5]2[CH:6]=[CH:7][C:8]3[C:17]4[CH:16]=[C:15]5[CH2:18][CH2:19][CH2:20][C:21](=[O:22])[C:14]5=[CH:13][C:12]=4[O:11][CH2:10][C:9]=3[CH:23]=2)=[O:40])[CH2:33]1, predict the reactants needed to synthesize it. The reactants are: Br[CH2:2][C:3]([C:5]1[CH:6]=[CH:7][C:8]2[C:17]3[CH:16]=[C:15]4[CH2:18][CH2:19][CH2:20][C:21](=[O:22])[C:14]4=[CH:13][C:12]=3[O:11][CH2:10][C:9]=2[CH:23]=1)=[O:4].[C:24]([O:28][C:29]([N:31]1[CH2:35][C@@H:34]([CH2:36][O:37][CH3:38])[CH2:33][C@H:32]1[C:39]([OH:41])=[O:40])=[O:30])([CH3:27])([CH3:26])[CH3:25].C([O-])([O-])=O.[Cs+].[Cs+]. (6) Given the product [C:8]([O:16][CH2:17][C:18]1[O:23][N:22]=[C:20]([CH3:21])[CH:19]=1)(=[O:15])[C:9]1[CH:14]=[CH:13][CH:12]=[CH:11][CH:10]=1, predict the reactants needed to synthesize it. The reactants are: CCN(CC)CC.[C:8]([O:16][CH2:17][C:18]#[CH:19])(=[O:15])[C:9]1[CH:14]=[CH:13][CH:12]=[CH:11][CH:10]=1.[CH:20](=[N:22]/[OH:23])\[CH3:21]. (7) Given the product [Br:1][C:2]1[CH:3]=[C:4]([NH:8][C:9]([C:11]2[CH:16]=[C:15]([C:17]3[O:21][C:20]([P:22]([OH:25])([OH:24])=[O:23])=[C:19]([CH2:26][CH3:27])[C:18]=3[CH2:28][CH3:29])[CH:14]=[C:13]([C:30]([O:32][CH2:33][CH3:34])=[O:31])[CH:12]=2)=[O:10])[CH:5]=[CH:6][CH:7]=1, predict the reactants needed to synthesize it. The reactants are: [Br:1][C:2]1[CH:3]=[C:4]([NH:8][C:9]([C:11]2[CH:16]=[C:15]([C:17]3[O:21][C:20]([P:22]([OH:25])([OH:24])=[O:23])=[C:19]([CH2:26][CH3:27])[C:18]=3[CH2:28][CH3:29])[CH:14]=[C:13]([C:30]([OH:32])=[O:31])[CH:12]=2)=[O:10])[CH:5]=[CH:6][CH:7]=1.[CH3:33][CH2:34]N=C=NCCCN(C)C.C(O)C.